From a dataset of Forward reaction prediction with 1.9M reactions from USPTO patents (1976-2016). Predict the product of the given reaction. (1) The product is: [CH2:1]([N:8]([CH2:37][C:38]([OH:40])=[O:39])[C:9]1[CH:29]=[C:28]([C:30]2[N:34]=[C:33]([CH3:35])[O:32][N:31]=2)[CH:27]=[CH:26][C:10]=1[CH2:11][NH:12][C:13](=[O:25])[C:14]1[CH:15]=[C:16]([O:23][CH3:24])[C:17]([CH3:22])=[C:18]([O:20][CH3:21])[CH:19]=1)[C:2]1[CH:7]=[CH:6][CH:5]=[CH:4][CH:3]=1. Given the reactants [CH2:1]([NH:8][C:9]1[CH:29]=[C:28]([C:30]2[N:34]=[C:33]([CH3:35])[O:32][N:31]=2)[CH:27]=[CH:26][C:10]=1[CH2:11][NH:12][C:13](=[O:25])[C:14]1[CH:19]=[C:18]([O:20][CH3:21])[C:17]([CH3:22])=[C:16]([O:23][CH3:24])[CH:15]=1)[C:2]1[CH:7]=[CH:6][CH:5]=[CH:4][CH:3]=1.Br[CH2:37][C:38]([O:40]C)=[O:39].C(=O)([O-])[O-].[K+].[K+], predict the reaction product. (2) Given the reactants [Cl:1][C:2]1[CH:7]=[CH:6][C:5]([C@@H:8]2[CH2:12][N:11]([C:13]([O:15][C:16]([CH3:19])([CH3:18])[CH3:17])=[O:14])[CH2:10][C@H:9]2[C:20]([O:22]C)=[O:21])=[CH:4][CH:3]=1.[OH-].[Li+], predict the reaction product. The product is: [C:16]([O:15][C:13]([N:11]1[CH2:12][C@@H:8]([C:5]2[CH:4]=[CH:3][C:2]([Cl:1])=[CH:7][CH:6]=2)[C@H:9]([C:20]([OH:22])=[O:21])[CH2:10]1)=[O:14])([CH3:19])([CH3:17])[CH3:18].